The task is: Predict the product of the given reaction.. This data is from Forward reaction prediction with 1.9M reactions from USPTO patents (1976-2016). (1) Given the reactants [CH2:1]1[O:34][C:33]2[CH:32]=[CH:31][C:5]([CH2:6][N:7]([S:18]([C:21]3[C:26]([CH3:27])=[CH:25][C:24]([O:28][CH3:29])=[CH:23][C:22]=3[CH3:30])(=[O:20])=[O:19])[C@H:8]([CH2:16][NH2:17])[C:9]([O:11][C:12]([CH3:15])([CH3:14])[CH3:13])=[O:10])=[CH:4][C:3]=2[O:2]1.C[Si](C#N)(C)C.[CH3:41][S:42](Cl)(=[O:44])=[O:43].C(OCC)(=O)C, predict the reaction product. The product is: [CH2:1]1[O:34][C:33]2[CH:32]=[CH:31][C:5]([CH2:6][N:7]([S:18]([C:21]3[C:22]([CH3:30])=[CH:23][C:24]([O:28][CH3:29])=[CH:25][C:26]=3[CH3:27])(=[O:20])=[O:19])[C@H:8]([CH2:16][NH:17][S:42]([CH3:41])(=[O:44])=[O:43])[C:9]([O:11][C:12]([CH3:13])([CH3:14])[CH3:15])=[O:10])=[CH:4][C:3]=2[O:2]1. (2) Given the reactants [H-].[Al+3].[Li+].[H-].[H-].[H-].[CH2:7]([O:14][C:15]1[CH:20]=[CH:19][C:18]([C:21]2([C:25]#[N:26])[CH2:24][CH2:23][CH2:22]2)=[CH:17][CH:16]=1)[C:8]1[CH:13]=[CH:12][CH:11]=[CH:10][CH:9]=1.C(C(C(C([O-])=O)O)O)([O-])=O.[Na+].[K+], predict the reaction product. The product is: [CH2:7]([O:14][C:15]1[CH:16]=[CH:17][C:18]([C:21]2([CH2:25][NH2:26])[CH2:24][CH2:23][CH2:22]2)=[CH:19][CH:20]=1)[C:8]1[CH:9]=[CH:10][CH:11]=[CH:12][CH:13]=1. (3) Given the reactants [C:1]1(=[O:8])[CH2:6][CH2:5][CH2:4][C:3](=[O:7])[CH2:2]1.[CH3:9][CH2:10][O:11][C:12](/[C:14](/[C:22]#[N:23])=[CH:15]/[C:16]1[CH:21]=[CH:20][CH:19]=[CH:18][CH:17]=1)=[O:13], predict the reaction product. The product is: [NH2:23][C:22]1[O:7][C:3]2[CH2:4][CH2:5][CH2:6][C:1](=[O:8])[C:2]=2[CH:15]([C:16]2[CH:17]=[CH:18][CH:19]=[CH:20][CH:21]=2)[C:14]=1[C:12]([O:11][CH2:10][CH3:9])=[O:13].